Dataset: Full USPTO retrosynthesis dataset with 1.9M reactions from patents (1976-2016). Task: Predict the reactants needed to synthesize the given product. (1) Given the product [Cl:19][C:20]1[CH:21]=[C:22]([CH:26]=[C:27]([S:29]([CH3:32])(=[O:31])=[O:30])[CH:28]=1)[C:23]([N:15]([C:9]1[CH:10]=[N:11][C:12]([CH3:14])=[CH:13][C:8]=1[C:5]1[CH:6]=[CH:7][C:2]([F:1])=[CH:3][C:4]=1[O:17][CH3:18])[CH3:16])=[O:25], predict the reactants needed to synthesize it. The reactants are: [F:1][C:2]1[CH:7]=[CH:6][C:5]([C:8]2[CH:13]=[C:12]([CH3:14])[N:11]=[CH:10][C:9]=2[NH:15][CH3:16])=[C:4]([O:17][CH3:18])[CH:3]=1.[Cl:19][C:20]1[CH:21]=[C:22]([CH:26]=[C:27]([S:29]([CH3:32])(=[O:31])=[O:30])[CH:28]=1)[C:23]([OH:25])=O. (2) Given the product [Br:1][C:2]1[N:6]2[N:7]=[C:8]([NH:19][CH2:18][C:14]3[CH:13]=[N:12][CH:17]=[CH:16][CH:15]=3)[CH:9]=[CH:10][C:5]2=[N:4][CH:3]=1, predict the reactants needed to synthesize it. The reactants are: [Br:1][C:2]1[N:6]2[N:7]=[C:8](Cl)[CH:9]=[CH:10][C:5]2=[N:4][CH:3]=1.[N:12]1[CH:17]=[CH:16][CH:15]=[C:14]([CH2:18][NH2:19])[CH:13]=1.C(Cl)Cl.CO.[NH4+].[OH-]. (3) The reactants are: [NH:1]1[CH2:4][CH:3]([C:5]([N:7]2[CH2:12][CH2:11][N:10]([CH:13]3[CH2:16][CH2:15][CH2:14]3)[CH2:9][CH2:8]2)=[O:6])[CH2:2]1.[CH3:17][C:18]1[N:23]=[CH:22][C:21]([C:24](Cl)=[O:25])=[CH:20][CH:19]=1.CCN(C(C)C)C(C)C. Given the product [CH:13]1([N:10]2[CH2:11][CH2:12][N:7]([C:5]([CH:3]3[CH2:2][N:1]([C:24]([C:21]4[CH:22]=[N:23][C:18]([CH3:17])=[CH:19][CH:20]=4)=[O:25])[CH2:4]3)=[O:6])[CH2:8][CH2:9]2)[CH2:14][CH2:15][CH2:16]1, predict the reactants needed to synthesize it. (4) Given the product [ClH:31].[ClH:31].[NH:20]1[CH2:21][CH2:22][CH:18]([N:14]2[C:15]3[C:10](=[CH:9][C:8]([NH:7][C:6]([C:2]4[S:1][CH:5]=[CH:4][CH:3]=4)=[NH:30])=[CH:17][CH:16]=3)[CH2:11][CH2:12][CH2:13]2)[CH2:19]1, predict the reactants needed to synthesize it. The reactants are: [S:1]1[CH:5]=[CH:4][CH:3]=[C:2]1[C:6](=[NH:30])[NH:7][C:8]1[CH:9]=[C:10]2[C:15](=[CH:16][CH:17]=1)[N:14]([CH:18]1[CH2:22][CH2:21][N:20](C(OC(C)(C)C)=O)[CH2:19]1)[CH2:13][CH2:12][CH2:11]2.[ClH:31]. (5) Given the product [CH3:12][NH:13][C@H:14]([CH2:16]/[CH:17]=[CH:18]/[C:2]1[CH:7]=[N:6][CH:5]=[C:4]([O:8][CH:9]([CH3:11])[CH3:10])[CH:3]=1)[CH3:15], predict the reactants needed to synthesize it. The reactants are: Br[C:2]1[CH:3]=[C:4]([O:8][CH:9]([CH3:11])[CH3:10])[CH:5]=[N:6][CH:7]=1.[CH3:12][N:13](C(OC(C)(C)C)=O)[C@H:14]([CH2:16][CH:17]=[CH2:18])[CH3:15].C1(C)C=CC=CC=1P(C1C=CC=CC=1C)C1C=CC=CC=1C. (6) Given the product [Cl:1][C:2]1[CH:3]=[CH:4][CH:5]=[C:6]2[C:10]=1[C:9](=[O:11])[N:8]([C:12]1[CH:34]=[CH:33][CH:32]=[C:14]([C:15]([N:17]3[CH2:18][CH2:19][C:20](=[O:45])[CH2:21][CH2:22]3)=[O:16])[CH:13]=1)[CH2:7]2, predict the reactants needed to synthesize it. The reactants are: [Cl:1][C:2]1[CH:3]=[CH:4][CH:5]=[C:6]2[C:10]=1[C:9](=[O:11])[N:8]([C:12]1[CH:13]=[C:14]([CH:32]=[CH:33][CH:34]=1)[C:15]([NH:17][CH2:18][CH2:19][CH:20]1CCN(C3C=CN=CC=3)[CH2:22][CH2:21]1)=[O:16])[CH2:7]2.ClC1C=CC=C2C=1C(=[O:45])N(C1C=C(C=CC=1)C(O)=O)C2.O.Cl.N1CCC(=O)CC1. (7) Given the product [C:22]([NH2:13])(=[O:26])[C:23]([CH3:25])=[CH2:24].[NH2:21][C:14](=[NH:13])[NH:15][CH2:16][CH2:17][CH2:18][CH2:19][NH2:20], predict the reactants needed to synthesize it. The reactants are: C(=O)([O-])[O-].[K+].[K+].O.S(O)(O)(=O)=O.[NH2:13][C:14](=[NH:21])[NH:15][CH2:16][CH2:17][CH2:18][CH2:19][NH2:20].[C:22](Cl)(=[O:26])[C:23]([CH3:25])=[CH2:24].